From a dataset of Full USPTO retrosynthesis dataset with 1.9M reactions from patents (1976-2016). Predict the reactants needed to synthesize the given product. (1) Given the product [CH3:21][C@@H:22]([NH:33][CH2:34][CH2:35][CH2:36][C:37]1[CH:38]=[CH:39][CH:40]=[C:41]([C:43]([F:44])([F:45])[F:46])[CH:42]=1)[C:23]1[CH:24]=[CH:25][CH:26]=[C:27]2[CH:32]=[CH:31][CH:30]=[CH:29][C:28]=12.[ClH:47], predict the reactants needed to synthesize it. The reactants are: C(=O)(O)[O-].[Na+].CC(OC(OC(OC(C)(C)C)=O)=O)(C)C.[CH3:21][C@@H:22]([NH:33][CH2:34][CH2:35][CH2:36][C:37]1[CH:38]=[CH:39][CH:40]=[C:41]([C:43]([F:46])([F:45])[F:44])[CH:42]=1)[C:23]1[CH:24]=[CH:25][CH:26]=[C:27]2[CH:32]=[CH:31][CH:30]=[CH:29][C:28]=12.[ClH:47]. (2) Given the product [O:5]1[CH2:25][CH2:21][CH2:22][CH:3]1[CH2:2][N:14]([CH2:25][C:21]1[N:20]([C:16]2[S:15][CH:19]=[CH:18][N:17]=2)[CH:24]=[CH:23][CH:22]=1)[CH2:13][C:9]1[N:20]([C:16]2[S:15][CH:19]=[CH:18][N:17]=2)[CH:12]=[CH:11][CH:10]=1, predict the reactants needed to synthesize it. The reactants are: F[C:2](F)(F)[C:3]([O-:5])=O.O1[CH2:12][CH2:11][CH2:10][CH:9]1[CH2:13][NH2:14].[S:15]1[CH:19]=[CH:18][N:17]=[C:16]1[N:20]1[CH:24]=[CH:23][CH:22]=[C:21]1[CH:25]=O. (3) Given the product [CH3:35][O:34][C:24]1[CH:23]=[C:22]([NH:20][C:18]2[N:19]=[C:9]3[N:10]([C:11]([CH2:14][CH2:15][CH3:16])=[N:12][CH:13]=[C:8]3[CH2:7][N:1]3[CH2:6][CH2:5][O:4][CH2:3][CH2:2]3)[N:17]=2)[CH:27]=[CH:26][C:25]=1[N:28]1[CH:32]=[C:31]([CH3:33])[N:30]=[CH:29]1, predict the reactants needed to synthesize it. The reactants are: [N:1]1([CH2:7][C:8]2[C:9]3[N:10]([N:17]=[C:18]([NH2:20])[N:19]=3)[C:11]([CH2:14][CH2:15][CH3:16])=[N:12][CH:13]=2)[CH2:6][CH2:5][O:4][CH2:3][CH2:2]1.Br[C:22]1[CH:27]=[CH:26][C:25]([N:28]2[CH:32]=[C:31]([CH3:33])[N:30]=[CH:29]2)=[C:24]([O:34][CH3:35])[CH:23]=1.